From a dataset of Reaction yield outcomes from USPTO patents with 853,638 reactions. Predict the reaction yield, written as a fraction of the theoretical maximum amount of product (1.0 means a 100% yield; for example, 0.34 means a 34% yield). The reactants are Cl[C:2]1[C:3]2[C:10]([C:11]3[CH:16]=[CH:15][CH:14]=[CH:13][CH:12]=3)=[C:9]([C:17]3[CH:22]=[CH:21][CH:20]=[CH:19][CH:18]=3)[O:8][C:4]=2[N:5]=[CH:6][N:7]=1.[NH2:23][CH2:24][C:25]1[CH:31]=[CH:30][C:28]([NH2:29])=[CH:27][CH:26]=1. The catalyst is C(O)CCC. The product is [NH2:29][C:28]1[CH:30]=[CH:31][C:25]([CH2:24][NH:23][C:2]2[C:3]3[C:10]([C:11]4[CH:16]=[CH:15][CH:14]=[CH:13][CH:12]=4)=[C:9]([C:17]4[CH:22]=[CH:21][CH:20]=[CH:19][CH:18]=4)[O:8][C:4]=3[N:5]=[CH:6][N:7]=2)=[CH:26][CH:27]=1. The yield is 0.700.